This data is from Reaction yield outcomes from USPTO patents with 853,638 reactions. The task is: Predict the reaction yield, written as a fraction of the theoretical maximum amount of product (1.0 means a 100% yield; for example, 0.34 means a 34% yield). (1) The reactants are [Cl:1][C:2]1[CH:27]=[CH:26][C:5]2[C:6](=[O:25])[N:7]=[C:8]([C:10]3[N:15]=[C:14]([CH2:16][CH2:17][C:18]([OH:20])=[O:19])[CH:13]=[C:12]([S:21]([CH3:24])(=[O:23])=[O:22])[CH:11]=3)[S:9][C:4]=2[CH:3]=1.[CH2:28](O)[CH3:29].C1C=CC2N(O)N=NC=2C=1.O.CCN=C=NCCCN(C)C. The catalyst is CN(C)C1C=CN=CC=1.O.CN(C=O)C. The product is [Cl:1][C:2]1[CH:27]=[CH:26][C:5]2[C:6](=[O:25])[N:7]=[C:8]([C:10]3[N:15]=[C:14]([CH2:16][CH2:17][C:18]([O:20][CH2:28][CH3:29])=[O:19])[CH:13]=[C:12]([S:21]([CH3:24])(=[O:22])=[O:23])[CH:11]=3)[S:9][C:4]=2[CH:3]=1. The yield is 0.530. (2) The reactants are [NH4+].[Cl-].[CH:3]1([N:6]2[CH2:15][CH2:14][C:13]3[C:8](=[CH:9][C:10]([N+:16]([O-])=O)=[CH:11][CH:12]=3)[CH2:7]2)[CH2:5][CH2:4]1. The catalyst is CCO.O.[Fe]. The product is [CH:3]1([N:6]2[CH2:15][CH2:14][C:13]3[C:8](=[CH:9][C:10]([NH2:16])=[CH:11][CH:12]=3)[CH2:7]2)[CH2:4][CH2:5]1. The yield is 0.690. (3) The reactants are [C:1]([O:5][C:6]([C:8]1[S:9][C:10](Br)=[CH:11][C:12]=1[NH:13][S:14]([C:17]1[C:18]([CH3:23])=[CH:19][CH:20]=[CH:21][CH:22]=1)(=[O:16])=[O:15])=[O:7])([CH3:4])([CH3:3])[CH3:2].[S:25]1[C:29]2[CH:30]=[CH:31][CH:32]=[CH:33][C:28]=2[CH:27]=[C:26]1B(O)O.C([O-])([O-])=O.[Na+].[Na+]. The catalyst is C1C=CC([P]([Pd]([P](C2C=CC=CC=2)(C2C=CC=CC=2)C2C=CC=CC=2)([P](C2C=CC=CC=2)(C2C=CC=CC=2)C2C=CC=CC=2)[P](C2C=CC=CC=2)(C2C=CC=CC=2)C2C=CC=CC=2)(C2C=CC=CC=2)C2C=CC=CC=2)=CC=1. The product is [C:1]([O:5][C:6]([C:8]1[S:9][C:10]([C:26]2[S:25][C:29]3[CH:30]=[CH:31][CH:32]=[CH:33][C:28]=3[CH:27]=2)=[CH:11][C:12]=1[NH:13][S:14]([C:17]1[C:18]([CH3:23])=[CH:19][CH:20]=[CH:21][CH:22]=1)(=[O:16])=[O:15])=[O:7])([CH3:4])([CH3:3])[CH3:2]. The yield is 0.550. (4) The reactants are [OH:1][C:2]1[CH:10]=[CH:9][C:5]([C:6]([OH:8])=O)=[CH:4][N:3]=1.[NH2:11][CH2:12][CH2:13][CH:14]([C:22]1[CH:31]=[CH:30][C:25]([C:26]([NH:28][CH3:29])=[O:27])=[CH:24][CH:23]=1)[C:15]1[CH:20]=[CH:19][C:18]([F:21])=[CH:17][CH:16]=1.C1C=CC2N(O)N=NC=2C=1.C(Cl)CCl.C(N(C(C)C)CC)(C)C. The catalyst is CN(C=O)C.O. The product is [F:21][C:18]1[CH:17]=[CH:16][C:15]([CH:14]([C:22]2[CH:23]=[CH:24][C:25]([C:26](=[O:27])[NH:28][CH3:29])=[CH:30][CH:31]=2)[CH2:13][CH2:12][NH:11][C:6](=[O:8])[C:5]2[CH:9]=[CH:10][C:2]([OH:1])=[N:3][CH:4]=2)=[CH:20][CH:19]=1. The yield is 0.174.